From a dataset of Full USPTO retrosynthesis dataset with 1.9M reactions from patents (1976-2016). Predict the reactants needed to synthesize the given product. (1) Given the product [CH3:3][C:4]1([CH3:51])[O:8][C@@H:7]2[C@@H:9]([CH2:22][N:23]([CH3:53])[CH2:24][CH:25]3[CH2:26][CH:27]([CH2:29][C:30]4[N:34]([CH2:35][O:36][CH2:37][CH2:38][Si:39]([CH3:40])([CH3:41])[CH3:42])[C:33]5[CH:43]=[CH:44][C:45]([C:47]([F:50])([F:48])[F:49])=[CH:46][C:32]=5[N:31]=4)[CH2:28]3)[CH2:10][C@@H:11]([N:12]3[C:16]4[N:17]=[CH:18][N:19]=[C:20]([NH2:21])[C:15]=4[CH:14]=[CH:13]3)[C@@H:6]2[O:5]1, predict the reactants needed to synthesize it. The reactants are: C=O.[CH3:3][C:4]1([CH3:51])[O:8][C@@H:7]2[C@@H:9]([CH2:22][NH:23][CH2:24][CH:25]3[CH2:28][CH:27]([CH2:29][C:30]4[N:34]([CH2:35][O:36][CH2:37][CH2:38][Si:39]([CH3:42])([CH3:41])[CH3:40])[C:33]5[CH:43]=[CH:44][C:45]([C:47]([F:50])([F:49])[F:48])=[CH:46][C:32]=5[N:31]=4)[CH2:26]3)[CH2:10][C@@H:11]([N:12]3[C:16]4[N:17]=[CH:18][N:19]=[C:20]([NH2:21])[C:15]=4[CH:14]=[CH:13]3)[C@@H:6]2[O:5]1.[BH3-][C:53]#N.[Na+]. (2) Given the product [CH3:2][CH2:1][NH:3][C:4](=[O:5])[NH:6][C:7]1[NH:8][C:9]2[CH:15]=[CH:14][C:13]([O:16][S:22]([C:18]3[S:17][CH:21]=[CH:20][CH:19]=3)(=[O:24])=[O:23])=[CH:12][C:10]=2[N:11]=1, predict the reactants needed to synthesize it. The reactants are: [CH2:1]([NH:3][C:4]([NH:6][C:7]1[NH:11][C:10]2[CH:12]=[C:13]([OH:16])[CH:14]=[CH:15][C:9]=2[N:8]=1)=[O:5])[CH3:2].[S:17]1[CH:21]=[CH:20][CH:19]=[C:18]1[S:22](Cl)(=[O:24])=[O:23].C(N(CC)CC)C.